The task is: Binary Classification. Given a drug SMILES string, predict its activity (active/inactive) in a high-throughput screening assay against a specified biological target.. This data is from HIV replication inhibition screening data with 41,000+ compounds from the AIDS Antiviral Screen. The compound is O=c1[nH]c2ccccc2c(=O)n1N=Cc1ccccc1O. The result is 0 (inactive).